From a dataset of Full USPTO retrosynthesis dataset with 1.9M reactions from patents (1976-2016). Predict the reactants needed to synthesize the given product. (1) Given the product [NH2:8][C:7]1[CH:6]=[CH:5][C:4]([OH:11])=[CH:3][C:2]=1[F:1], predict the reactants needed to synthesize it. The reactants are: [F:1][C:2]1[CH:3]=[C:4]([OH:11])[CH:5]=[CH:6][C:7]=1[N+:8]([O-])=O.C(O[K])=O. (2) Given the product [O:11]=[C:12]([N:17]1[CH2:22][CH2:21][N:20]([C:23](=[O:33])[C:24]2[CH:25]=[C:26]([F:32])[C:27]([F:31])=[C:28]([F:30])[CH:29]=2)[CH2:19][CH2:18]1)[CH2:13][C:14]([NH:58][C:55]1[CH:56]=[N:57][C:52]([C:46]2[CH:51]=[CH:50][CH:49]=[CH:48][CH:47]=2)=[CH:53][CH:54]=1)=[O:15], predict the reactants needed to synthesize it. The reactants are: C1C=CC2N(O)N=NC=2C=1.[O:11]=[C:12]([N:17]1[CH2:22][CH2:21][N:20]([C:23](=[O:33])[C:24]2[CH:29]=[C:28]([F:30])[C:27]([F:31])=[C:26]([F:32])[CH:25]=2)[CH2:19][CH2:18]1)[CH2:13][C:14](O)=[O:15].CCN=C=NCCCN(C)C.Cl.[C:46]1([C:52]2[N:57]=[CH:56][C:55]([NH2:58])=[CH:54][CH:53]=2)[CH:51]=[CH:50][CH:49]=[CH:48][CH:47]=1.